The task is: Regression. Given two drug SMILES strings and cell line genomic features, predict the synergy score measuring deviation from expected non-interaction effect.. This data is from NCI-60 drug combinations with 297,098 pairs across 59 cell lines. (1) Drug 1: CS(=O)(=O)CCNCC1=CC=C(O1)C2=CC3=C(C=C2)N=CN=C3NC4=CC(=C(C=C4)OCC5=CC(=CC=C5)F)Cl. Drug 2: CC1CCCC2(C(O2)CC(NC(=O)CC(C(C(=O)C(C1O)C)(C)C)O)C(=CC3=CSC(=N3)C)C)C. Cell line: ACHN. Synergy scores: CSS=42.7, Synergy_ZIP=1.70, Synergy_Bliss=5.07, Synergy_Loewe=-5.01, Synergy_HSA=8.10. (2) Drug 1: CCCS(=O)(=O)NC1=C(C(=C(C=C1)F)C(=O)C2=CNC3=C2C=C(C=N3)C4=CC=C(C=C4)Cl)F. Drug 2: C1CCN(CC1)CCOC2=CC=C(C=C2)C(=O)C3=C(SC4=C3C=CC(=C4)O)C5=CC=C(C=C5)O. Cell line: UACC-257. Synergy scores: CSS=47.8, Synergy_ZIP=10.0, Synergy_Bliss=10.8, Synergy_Loewe=1.96, Synergy_HSA=9.42. (3) Drug 1: CCC1(CC2CC(C3=C(CCN(C2)C1)C4=CC=CC=C4N3)(C5=C(C=C6C(=C5)C78CCN9C7C(C=CC9)(C(C(C8N6C=O)(C(=O)OC)O)OC(=O)C)CC)OC)C(=O)OC)O.OS(=O)(=O)O. Drug 2: COC1=C2C(=CC3=C1OC=C3)C=CC(=O)O2. Cell line: HOP-62. Synergy scores: CSS=5.21, Synergy_ZIP=-1.09, Synergy_Bliss=3.64, Synergy_Loewe=-8.72, Synergy_HSA=0.458. (4) Drug 1: C1=C(C(=O)NC(=O)N1)N(CCCl)CCCl. Drug 2: CCCCCOC(=O)NC1=NC(=O)N(C=C1F)C2C(C(C(O2)C)O)O. Cell line: SK-MEL-28. Synergy scores: CSS=2.91, Synergy_ZIP=-2.81, Synergy_Bliss=-3.99, Synergy_Loewe=-15.4, Synergy_HSA=-4.98. (5) Drug 1: CCCS(=O)(=O)NC1=C(C(=C(C=C1)F)C(=O)C2=CNC3=C2C=C(C=N3)C4=CC=C(C=C4)Cl)F. Drug 2: CN(C)N=NC1=C(NC=N1)C(=O)N. Cell line: OVCAR3. Synergy scores: CSS=-2.72, Synergy_ZIP=-1.42, Synergy_Bliss=-3.70, Synergy_Loewe=-6.30, Synergy_HSA=-5.57. (6) Drug 1: CCC1(CC2CC(C3=C(CCN(C2)C1)C4=CC=CC=C4N3)(C5=C(C=C6C(=C5)C78CCN9C7C(C=CC9)(C(C(C8N6C)(C(=O)OC)O)OC(=O)C)CC)OC)C(=O)OC)O.OS(=O)(=O)O. Drug 2: C1C(C(OC1N2C=NC(=NC2=O)N)CO)O. Cell line: MOLT-4. Synergy scores: CSS=37.9, Synergy_ZIP=0.532, Synergy_Bliss=0.812, Synergy_Loewe=-2.07, Synergy_HSA=2.20. (7) Drug 1: CC(C)NC(=O)C1=CC=C(C=C1)CNNC.Cl. Drug 2: C(CCl)NC(=O)N(CCCl)N=O. Cell line: UO-31. Synergy scores: CSS=6.99, Synergy_ZIP=2.74, Synergy_Bliss=0.467, Synergy_Loewe=3.16, Synergy_HSA=0.964.